From a dataset of Full USPTO retrosynthesis dataset with 1.9M reactions from patents (1976-2016). Predict the reactants needed to synthesize the given product. (1) Given the product [C:16]([C:3]1[C:2]([NH:1][C:27]([C:24]2[S:25][CH:26]=[C:22]([CH:19]([CH3:21])[CH3:20])[N:23]=2)=[O:28])=[C:7]([Cl:8])[C:6]([O:9][CH2:10][CH:11]([O:12][CH3:13])[O:14][CH3:15])=[CH:5][CH:4]=1)(=[O:18])[CH3:17], predict the reactants needed to synthesize it. The reactants are: [NH2:1][C:2]1[C:7]([Cl:8])=[C:6]([O:9][CH2:10][CH:11]([O:14][CH3:15])[O:12][CH3:13])[CH:5]=[CH:4][C:3]=1[C:16](=[O:18])[CH3:17].[CH:19]([C:22]1[N:23]=[C:24]([C:27](O)=[O:28])[S:25][CH:26]=1)([CH3:21])[CH3:20].O=P(Cl)(Cl)Cl. (2) Given the product [C:7]([N:4]1[CH:5]=[CH:6][C:2]([OH:1])=[N:3]1)(=[O:9])[CH3:8], predict the reactants needed to synthesize it. The reactants are: [OH:1][C:2]1[CH:6]=[CH:5][NH:4][N:3]=1.[C:7](OC(=O)C)(=[O:9])[CH3:8].